Dataset: Reaction yield outcomes from USPTO patents with 853,638 reactions. Task: Predict the reaction yield, written as a fraction of the theoretical maximum amount of product (1.0 means a 100% yield; for example, 0.34 means a 34% yield). (1) The reactants are [CH3:1][CH:2]1[CH2:7][NH:6][CH:5]([CH3:8])[CH2:4][N:3]1[C:9]1[C:10]2[C:17]([CH3:18])=[CH:16][NH:15][C:11]=2[N:12]=[CH:13][N:14]=1.C[C@H]1CN[C@H](C)CN1.C(N(CC)C(C)C)(C)C.ClC1C2C(C)=CNC=2N=CN=1. The catalyst is C(O)(C)C. The product is [CH3:1][C@H:2]1[CH2:7][NH:6][C@H:5]([CH3:8])[CH2:4][N:3]1[C:9]1[C:10]2[C:17]([CH3:18])=[CH:16][NH:15][C:11]=2[N:12]=[CH:13][N:14]=1. The yield is 0.140. (2) The reactants are [C:1]([O:5][C:6](=[O:25])[C:7]1[CH:12]=[C:11]([N:13]([S:20]([CH3:23])(=[O:22])=[O:21])[C:14]2[CH:19]=[CH:18][CH:17]=[CH:16][CH:15]=2)[CH:10]=[C:9](Br)[CH:8]=1)([CH3:4])([CH3:3])[CH3:2].CC(C)([O-])C.[Na+].C1(P(C2CCCCC2)C2C=CC=CC=2C2C=CC=CC=2)CCCCC1.[CH3:57][NH:58][CH2:59][C:60]1[CH:65]=[CH:64][CH:63]=[CH:62][CH:61]=1. The catalyst is O.CCOC(C)=O.C1C=CC(/C=C/C(/C=C/C2C=CC=CC=2)=O)=CC=1.C1C=CC(/C=C/C(/C=C/C2C=CC=CC=2)=O)=CC=1.C1C=CC(/C=C/C(/C=C/C2C=CC=CC=2)=O)=CC=1.[Pd].[Pd].C1(C)C=CC=CC=1. The product is [C:1]([O:5][C:6](=[O:25])[C:7]1[CH:12]=[C:11]([N:13]([S:20]([CH3:23])(=[O:22])=[O:21])[C:14]2[CH:19]=[CH:18][CH:17]=[CH:16][CH:15]=2)[CH:10]=[C:9]([N:58]([CH2:59][C:60]2[CH:65]=[CH:64][CH:63]=[CH:62][CH:61]=2)[CH3:57])[CH:8]=1)([CH3:4])([CH3:3])[CH3:2]. The yield is 0.680. (3) The reactants are [CH:1]1[C:13]2[CH:12]([CH2:14][O:15][C:16]([NH:18][CH:19]3[CH:27]4[C:28](=[O:35])[CH2:29][CH:30]([C:32](O)=[O:33])[CH2:31][N:25]5[C:26]4=[C:22]([CH:23]=[CH:24]5)[CH2:21][CH2:20]3)=[O:17])[C:11]3[C:6](=[CH:7][CH:8]=[CH:9][CH:10]=3)[C:5]=2[CH:4]=[CH:3][CH:2]=1.Cl.[C:37]([O:41][C:42](=[O:46])[C@H:43]([CH3:45])[NH2:44])([CH3:40])([CH3:39])[CH3:38].CN1CCOCC1.C(P1(=O)OP(CCC)(=O)OP(CCC)(=O)O1)CC. The catalyst is CN(C)C=O.C(OCC)(=O)C.[Cl-].[Na+].O. The product is [C:37]([O:41][C:42](=[O:46])[CH:43]([NH:44][C:32]([CH:30]1[CH2:31][N:25]2[C:26]3[CH:27]([CH:19]([NH:18][C:16]([O:15][CH2:14][CH:12]4[C:13]5[CH:1]=[CH:2][CH:3]=[CH:4][C:5]=5[C:6]5[C:11]4=[CH:10][CH:9]=[CH:8][CH:7]=5)=[O:17])[CH2:20][CH2:21][C:22]=3[CH:23]=[CH:24]2)[C:28](=[O:35])[CH2:29]1)=[O:33])[CH3:45])([CH3:40])([CH3:39])[CH3:38]. The yield is 0.890. (4) The reactants are [N:1]1[CH:6]=[CH:5][CH:4]=[C:3]([C:7]2([OH:17])[CH2:16][CH2:15][C:10]3(OCC[O:11]3)[CH2:9][CH2:8]2)[N:2]=1.Cl. The catalyst is C1COCC1. The product is [OH:17][C:7]1([C:3]2[N:2]=[N:1][CH:6]=[CH:5][CH:4]=2)[CH2:16][CH2:15][C:10](=[O:11])[CH2:9][CH2:8]1. The yield is 0.520. (5) The reactants are C[O:2][C:3](=O)[C:4]1[CH:9]=[CH:8][C:7]([O:10][CH3:11])=[N:6][CH:5]=1.[H-].COCCO[Al+]OCCOC.[Na+].[H-].[OH-].[Na+]. The catalyst is COC(C)(C)C. The product is [CH3:11][O:10][C:7]1[N:6]=[CH:5][C:4]([CH2:3][OH:2])=[CH:9][CH:8]=1. The yield is 1.00. (6) The reactants are Br[C:2]1[CH:7]=[CH:6][C:5]([F:8])=[CH:4][N:3]=1.[C:9]1([Mg]Br)[CH:14]=[CH:13][CH:12]=[CH:11][CH:10]=1. The catalyst is O1CCCC1.CCOC(C)=O. The product is [F:8][C:5]1[CH:6]=[CH:7][C:2]([C:9]2[CH:14]=[CH:13][CH:12]=[CH:11][CH:10]=2)=[N:3][CH:4]=1. The yield is 0.690. (7) The product is [C:1]1([C:7]2([CH3:17])[C:12](=[O:13])[N:11]([CH3:14])[C:10](=[O:15])[N:9]([CH2:19][C:20](=[O:21])[C:22]3[S:23][CH:24]=[CH:25][CH:26]=3)[C:8]2=[O:16])[CH2:6][CH2:5][CH2:4][CH2:3][CH:2]=1. The reactants are [C:1]1([C:7]2([CH3:17])[C:12](=[O:13])[N:11]([CH3:14])[C:10](=[O:15])[NH:9][C:8]2=[O:16])[CH2:6][CH2:5][CH2:4][CH2:3][CH:2]=1.Cl[CH2:19][C:20]([C:22]1[S:23][CH:24]=[CH:25][CH:26]=1)=[O:21]. No catalyst specified. The yield is 0.590.